From a dataset of Catalyst prediction with 721,799 reactions and 888 catalyst types from USPTO. Predict which catalyst facilitates the given reaction. Reactant: [F:1][C:2]1[CH:3]=[CH:4][C:5]([O:10][C:11]2[CH:12]=[C:13]3[C:17](=[CH:18][CH:19]=2)[N:16]([CH2:20][CH:21]([CH3:23])[CH3:22])[N:15]=[CH:14]3)=[C:6]([CH:9]=1)[CH2:7][NH2:8].CCN(C(C)C)C(C)C.ClC(Cl)(O[C:37](=[O:43])OC(Cl)(Cl)Cl)Cl.[C:45]([C:49]1[O:53][N:52]=[C:51]([NH2:54])[CH:50]=1)([CH3:48])([CH3:47])[CH3:46]. Product: [C:45]([C:49]1[O:53][N:52]=[C:51]([NH:54][C:37]([NH:8][CH2:7][C:6]2[CH:9]=[C:2]([F:1])[CH:3]=[CH:4][C:5]=2[O:10][C:11]2[CH:12]=[C:13]3[C:17](=[CH:18][CH:19]=2)[N:16]([CH2:20][CH:21]([CH3:23])[CH3:22])[N:15]=[CH:14]3)=[O:43])[CH:50]=1)([CH3:48])([CH3:47])[CH3:46]. The catalyst class is: 4.